This data is from Peptide-MHC class II binding affinity with 134,281 pairs from IEDB. The task is: Regression. Given a peptide amino acid sequence and an MHC pseudo amino acid sequence, predict their binding affinity value. This is MHC class II binding data. (1) The peptide sequence is ECQVQTAVDFGNSYI. The MHC is DRB5_0101 with pseudo-sequence DRB5_0101. The binding affinity (normalized) is 0.209. (2) The peptide sequence is KGGRKPARLIVYPDLGSRVC. The MHC is DRB1_0405 with pseudo-sequence DRB1_0405. The binding affinity (normalized) is 0.674. (3) The peptide sequence is LLEFAVVLELAILSI. The MHC is HLA-DPA10103-DPB10301 with pseudo-sequence HLA-DPA10103-DPB10301. The binding affinity (normalized) is 0.178. (4) The peptide sequence is RGDSRLTYQWHKEGS. The MHC is HLA-DQA10501-DQB10303 with pseudo-sequence HLA-DQA10501-DQB10303. The binding affinity (normalized) is 0. (5) The peptide sequence is PDLLGEDVYEKLCVA. The binding affinity (normalized) is 0.469. The MHC is DRB1_0101 with pseudo-sequence DRB1_0101. (6) The peptide sequence is MWRSRADEINAIFEE. The MHC is DRB3_0101 with pseudo-sequence QEFFIASGAAVDAIMERSYDYYVLQKRNYHVGFT. The binding affinity (normalized) is 0.387. (7) The peptide sequence is FPQQPQQPYPQQ. The MHC is HLA-DQA10201-DQB10202 with pseudo-sequence HLA-DQA10201-DQB10202. The binding affinity (normalized) is 0. (8) The peptide sequence is EEFVSLASRFLVEED. The MHC is HLA-DQA10104-DQB10503 with pseudo-sequence HLA-DQA10104-DQB10503. The binding affinity (normalized) is 0.352. (9) The peptide sequence is RVDGLELKKLGEVSW. The MHC is HLA-DQA10102-DQB10501 with pseudo-sequence HLA-DQA10102-DQB10501. The binding affinity (normalized) is 0.340. (10) The peptide sequence is GELQKVDKIDAAFKI. The MHC is DRB3_0202 with pseudo-sequence DRB3_0202. The binding affinity (normalized) is 0.235.